From a dataset of Reaction yield outcomes from USPTO patents with 853,638 reactions. Predict the reaction yield, written as a fraction of the theoretical maximum amount of product (1.0 means a 100% yield; for example, 0.34 means a 34% yield). The reactants are [CH:1]([P:4](Cl)(Cl)=[O:5])([CH3:3])[CH3:2].[CH:8]([Mg]Br)=[CH2:9].[NH4+].[Cl-].[CH2:14]1COC[CH2:15]1. No catalyst specified. The product is [CH:14]([P:4](=[O:5])([CH:8]=[CH2:9])[CH:1]([CH3:3])[CH3:2])=[CH2:15]. The yield is 0.800.